Dataset: Full USPTO retrosynthesis dataset with 1.9M reactions from patents (1976-2016). Task: Predict the reactants needed to synthesize the given product. Given the product [F:9][C:10]1[CH:15]=[C:14]([F:16])[CH:13]=[CH:12][C:11]=1[C:2]1[N:7]=[N:6][C:5]([NH2:8])=[N:4][CH:3]=1, predict the reactants needed to synthesize it. The reactants are: Br[C:2]1[N:7]=[N:6][C:5]([NH2:8])=[N:4][CH:3]=1.[F:9][C:10]1[CH:15]=[C:14]([F:16])[CH:13]=[CH:12][C:11]=1B(O)O.C(=O)([O-])[O-].[Na+].[Na+].ClCCl.